This data is from Forward reaction prediction with 1.9M reactions from USPTO patents (1976-2016). The task is: Predict the product of the given reaction. (1) Given the reactants [Cl-].[C:2]([C:4]1([NH2:8])[CH2:7][CH2:6][CH2:5]1)#[N:3].C(=O)([O-])[O-].[Na+].[Na+].[F:15][C:16]([F:27])([F:26])[C:17]1[CH:25]=[CH:24][CH:23]=[CH:22][C:18]=1[C:19](Cl)=[O:20].Cl, predict the reaction product. The product is: [C:2]([C:4]1([NH:8][C:19](=[O:20])[C:18]2[CH:22]=[CH:23][CH:24]=[CH:25][C:17]=2[C:16]([F:15])([F:26])[F:27])[CH2:7][CH2:6][CH2:5]1)#[N:3]. (2) The product is: [CH3:19][N:20]([CH3:21])[CH:15]1[CH2:16][CH2:17][N:12]([C:5]2[CH:6]=[CH:7][C:8]([N+:9]([O-:11])=[O:10])=[C:3]([O:2][CH3:1])[CH:4]=2)[CH2:13][CH2:14]1. Given the reactants [CH3:1][O:2][C:3]1[CH:4]=[C:5]([N:12]2[CH2:17][CH2:16][C:15](=O)[CH2:14][CH2:13]2)[CH:6]=[CH:7][C:8]=1[N+:9]([O-:11])=[O:10].[CH3:19][NH:20][CH3:21].CC(O)=O.C(O[BH-](OC(=O)C)OC(=O)C)(=O)C.[Na+], predict the reaction product. (3) Given the reactants [CH3:1][C:2]1[CH:7]=[CH:6][C:5]([S:8]([CH2:10][C:11]([CH3:20])([C:16]([F:19])([F:18])[F:17])[C:12]([F:15])([F:14])[F:13])=[O:9])=[CH:4][CH:3]=1.C1C(=O)N([Br:28])C(=O)C1.C(OOC(=O)C1C=CC=CC=1)(=O)C1C=CC=CC=1, predict the reaction product. The product is: [Br:28][CH2:1][C:2]1[CH:7]=[CH:6][C:5]([S:8]([CH2:10][C:11]([CH3:20])([C:16]([F:19])([F:17])[F:18])[C:12]([F:13])([F:14])[F:15])=[O:9])=[CH:4][CH:3]=1. (4) The product is: [N:13]1[CH:14]=[CH:15][CH:16]=[CH:17][C:12]=1[NH:10][N:11]=[C:1]([C:4]1[CH:9]=[CH:8][CH:7]=[CH:6][N:5]=1)[CH3:2]. Given the reactants [C:1]([C:4]1[CH:9]=[CH:8][CH:7]=[CH:6][N:5]=1)(=O)[CH3:2].[NH:10]([C:12]1[CH:17]=[CH:16][CH:15]=[CH:14][N:13]=1)[NH2:11], predict the reaction product.